Dataset: Reaction yield outcomes from USPTO patents with 853,638 reactions. Task: Predict the reaction yield, written as a fraction of the theoretical maximum amount of product (1.0 means a 100% yield; for example, 0.34 means a 34% yield). The reactants are Br[C:2]1[C:3]([CH3:22])=[C:4]([CH:18]=[C:19](I)[CH:20]=1)[C:5]([NH:7][CH2:8][C:9]1[C:10](=[O:17])[NH:11][C:12]([CH3:16])=[CH:13][C:14]=1[CH3:15])=[O:6].[CH3:23][NH:24][C:25]1[N:30]=[CH:29][C:28](B2OC(C)(C)C(C)(C)O2)=[CH:27][N:26]=1.[CH3:40][N:41]1[C:45](B2OC(C)(C)C(C)(C)O2)=[C:44]([CH3:55])[CH:43]=[N:42]1. No catalyst specified. The product is [CH3:15][C:14]1[CH:13]=[C:12]([CH3:16])[NH:11][C:10](=[O:17])[C:9]=1[CH2:8][NH:7][C:5](=[O:6])[C:4]1[CH:18]=[C:19]([C:28]2[CH:29]=[N:30][C:25]([NH:24][CH3:23])=[N:26][CH:27]=2)[CH:20]=[C:2]([C:45]2[N:41]([CH3:40])[N:42]=[CH:43][C:44]=2[CH3:55])[C:3]=1[CH3:22]. The yield is 0.0140.